From a dataset of Full USPTO retrosynthesis dataset with 1.9M reactions from patents (1976-2016). Predict the reactants needed to synthesize the given product. (1) Given the product [CH3:24][C:23]1[C:14]([O:13][CH:3]2[CH2:2][CH2:7][N:85]([CH3:83])[CH2:78][CH2:73]2)=[CH:15][CH:16]=[C:17]2[C:22]=1[O:21][C:20](=[O:25])[C:19]([NH:26][C:97](=[O:96])[C:50]([O:51][CH2:52][C:53]1[CH:54]=[CH:55][CH:56]=[CH:57][CH:58]=1)=[O:59])=[CH:18]2, predict the reactants needed to synthesize it. The reactants are: O[C@@H:2]1[C@H:7](O)[C@@H](OC)C(C)(C)O[C@H:3]1[O:13][C:14]1[C:23]([CH3:24])=[C:22]2[C:17]([CH:18]=[C:19]([NH:26]S(C3C=CC=CC=3)(=O)=O)[C:20](=[O:25])[O:21]2)=[CH:16][CH:15]=1.OC1C(C)=C2C(C=C(N[C:50](=[O:59])[O:51][CH2:52][C:53]3[CH:58]=[CH:57][CH:56]=[CH:55][CH:54]=3)C(=O)O2)=CC=1.C1(P([C:73]2[CH:78]=CC=CC=2)C2C=CC=CC=2)C=CC=CC=1.CC(O[C:83](/[N:85]=N/C(OC(C)C)=O)=O)C.C1[CH2:97][O:96]CC1. (2) Given the product [CH3:1][O:2][C:3]1[C:8]2[N:9]=[C:10]([S:18][CH3:17])[S:11][C:7]=2[CH:6]=[CH:5][CH:4]=1, predict the reactants needed to synthesize it. The reactants are: [CH3:1][O:2][C:3]1[C:8]2[N:9]=[CH:10][S:11][C:7]=2[CH:6]=[CH:5][CH:4]=1.[Li]CCCC.[CH3:17][S:18]SC.O. (3) The reactants are: [Cl:1][C:2]1[CH:3]=[C:4]2[C:10]([CH:11]([C:13]3[CH:18]=[C:17]([O:19][CH3:20])[C:16]([O:21][CH2:22][C:23]4[N:27]([CH3:28])[C:26]5[CH:29]=[CH:30][CH:31]=[CH:32][C:25]=5[N:24]=4)=[CH:15][C:14]=3[F:33])O)=[CH:9][N:8]([Si](C(C)C)(C(C)C)C(C)C)[C:5]2=[N:6][CH:7]=1.C(#N)C.C([SiH](CC)CC)C.FC(F)(F)C(O)=O. Given the product [Cl:1][C:2]1[CH:3]=[C:4]2[C:10]([CH2:11][C:13]3[C:14]([F:33])=[CH:15][C:16]([O:21][CH2:22][C:23]4[N:27]([CH3:28])[C:26]5[CH:29]=[CH:30][CH:31]=[CH:32][C:25]=5[N:24]=4)=[C:17]([O:19][CH3:20])[CH:18]=3)=[CH:9][NH:8][C:5]2=[N:6][CH:7]=1, predict the reactants needed to synthesize it. (4) The reactants are: C(OC([N:8]1[CH2:14][CH2:13][CH2:12][N:11]([C:15]2[CH:16]=[C:17]([CH2:25][CH3:26])[CH:18]=[C:19]3[C:24]=2[N:23]=[CH:22][CH:21]=[CH:20]3)[CH2:10][CH2:9]1)=O)(C)(C)C.[ClH:27]. Given the product [ClH:27].[ClH:27].[N:11]1([C:15]2[CH:16]=[C:17]([CH2:25][CH3:26])[CH:18]=[C:19]3[C:24]=2[N:23]=[CH:22][CH:21]=[CH:20]3)[CH2:12][CH2:13][CH2:14][NH:8][CH2:9][CH2:10]1, predict the reactants needed to synthesize it. (5) Given the product [CH3:13][C:11]1([CH3:14])[O:12][C@H:8]2[C@H:7]([N:15]3[CH:23]=[N:22][C:21]4[C:16]3=[N:17][CH:18]=[N:19][CH:20]=4)[O:6][C@H:5]([CH2:4][NH2:1])[C@H:9]2[O:10]1, predict the reactants needed to synthesize it. The reactants are: [N:1]([CH2:4][C@@H:5]1[C@H:9]2[O:10][C:11]([CH3:14])([CH3:13])[O:12][C@H:8]2[C@H:7]([N:15]2[CH:23]=[N:22][C:21]3[C:16]2=[N:17][CH:18]=[N:19][CH:20]=3)[O:6]1)=[N+]=[N-]. (6) The reactants are: [CH3:1][C:2]1[S:3][CH:4]=[C:5]([C:7]2[CH:15]=[CH:14][C:10]([C:11]([OH:13])=O)=[CH:9][CH:8]=2)[N:6]=1.Cl.[F:17][C:18]([F:23])([F:22])[CH2:19][CH2:20][NH2:21].CN(C(ON1N=NC2C=CC=CC1=2)=[N+](C)C)C.F[P-](F)(F)(F)(F)F.C1C=CC2N(O)N=NC=2C=1.CCN(C(C)C)C(C)C. Given the product [CH3:1][C:2]1[S:3][CH:4]=[C:5]([C:7]2[CH:8]=[CH:9][C:10]([C:11]([NH:21][CH2:20][CH2:19][C:18]([F:23])([F:22])[F:17])=[O:13])=[CH:14][CH:15]=2)[N:6]=1, predict the reactants needed to synthesize it. (7) Given the product [OH:23][CH2:22][CH2:21][CH2:20][O:10][C:7]1[CH:8]=[CH:9][C:4]([C:2](=[O:3])[CH3:1])=[CH:5][CH:6]=1, predict the reactants needed to synthesize it. The reactants are: [CH3:1][C:2]([C:4]1[CH:5]=[CH:6][C:7]([OH:10])=[CH:8][CH:9]=1)=[O:3].C(=O)([O-])[O-].[K+].[K+].N#N.Br[CH2:20][CH2:21][CH2:22][OH:23].